From a dataset of Catalyst prediction with 721,799 reactions and 888 catalyst types from USPTO. Predict which catalyst facilitates the given reaction. (1) Reactant: [Br:1][C:2]1[CH:9]=[C:8](F)[CH:7]=[CH:6][C:3]=1[CH:4]=[O:5].C([O-])([O-])=O.[Na+].[Na+].[CH2:17]([O:24][CH2:25][CH2:26][OH:27])[C:18]1[CH:23]=[CH:22][CH:21]=[CH:20][CH:19]=1. Product: [CH2:17]([O:24][CH2:25][CH2:26][O:27][C:8]1[CH:7]=[CH:6][C:3]([CH:4]=[O:5])=[C:2]([Br:1])[CH:9]=1)[C:18]1[CH:23]=[CH:22][CH:21]=[CH:20][CH:19]=1. The catalyst class is: 58. (2) Reactant: [OH:1][CH:2]([CH2:16][CH2:17][OH:18])[CH2:3][CH2:4][NH:5][C:6](=[O:15])[O:7][CH2:8][C:9]1[CH:14]=[CH:13][CH:12]=[CH:11][CH:10]=1.[CH3:19][O:20][C:21]1[CH:42]=[CH:41][C:24]([C:25](Cl)([C:34]2[CH:39]=[CH:38][CH:37]=[CH:36][CH:35]=2)[C:26]2[CH:31]=[CH:30][C:29]([O:32][CH3:33])=[CH:28][CH:27]=2)=[CH:23][CH:22]=1. Product: [CH3:33][O:32][C:29]1[CH:28]=[CH:27][C:26]([C:25]([C:24]2[CH:23]=[CH:22][C:21]([O:20][CH3:19])=[CH:42][CH:41]=2)([C:34]2[CH:39]=[CH:38][CH:37]=[CH:36][CH:35]=2)[O:18][CH2:17][CH2:16][CH:2]([OH:1])[CH2:3][CH2:4][NH:5][C:6](=[O:15])[O:7][CH2:8][C:9]2[CH:14]=[CH:13][CH:12]=[CH:11][CH:10]=2)=[CH:31][CH:30]=1. The catalyst class is: 17. (3) Reactant: [CH:1]1C=C(Cl)C=C(C(OO)=O)C=1.[CH3:12][N:13]1[C:17]([C:18]2[S:28][C:21]3[N:22]=[CH:23][N:24]=[C:25](SC)[C:20]=3[CH:19]=2)=[C:16]([C:29]2[CH:34]=[CH:33][CH:32]=[CH:31][CH:30]=2)[N:15]=[CH:14]1.[O-:35][S:36]([O-:39])(=S)=O.[Na+].[Na+]. Product: [CH3:12][N:13]1[C:17]([C:18]2[S:28][C:21]3[N:22]=[CH:23][N:24]=[C:25]([S:36]([CH3:1])(=[O:39])=[O:35])[C:20]=3[CH:19]=2)=[C:16]([C:29]2[CH:34]=[CH:33][CH:32]=[CH:31][CH:30]=2)[N:15]=[CH:14]1. The catalyst class is: 2. (4) Reactant: CN(C)C=O.Br[C:7]1[CH:8]=[C:9]([O:15][C:16]2[CH:21]=[CH:20][C:19]([S:22]([CH3:25])(=[O:24])=[O:23])=[CH:18][CH:17]=2)[C:10]([C:13]#[N:14])=[N:11][CH:12]=1.[SH:26][C:27]1[CH:32]=[CH:31][CH:30]=[CH:29][N:28]=1.[H-].[Na+]. Product: [CH3:25][S:22]([C:19]1[CH:20]=[CH:21][C:16]([O:15][C:9]2[C:10]([C:13]#[N:14])=[N:11][CH:12]=[C:7]([S:26][C:27]3[CH:32]=[CH:31][CH:30]=[CH:29][N:28]=3)[CH:8]=2)=[CH:17][CH:18]=1)(=[O:24])=[O:23]. The catalyst class is: 84. (5) Reactant: [C:1]([C:4]1[C:5]([OH:15])=[CH:6][C:7]([OH:14])=[C:8]([CH:13]=1)[C:9]([O:11][CH3:12])=[O:10])(=[O:3])[CH3:2].C(=O)([O-])[O-].[K+].[K+].[CH2:22](Br)[C:23]1[CH:28]=[CH:27][CH:26]=[CH:25][CH:24]=1. Product: [C:1]([C:4]1[C:5]([O:15][CH2:1][C:4]2[CH:5]=[CH:6][CH:7]=[CH:8][CH:13]=2)=[CH:6][C:7]([O:14][CH2:22][C:23]2[CH:28]=[CH:27][CH:26]=[CH:25][CH:24]=2)=[C:8]([CH:13]=1)[C:9]([O:11][CH3:12])=[O:10])(=[O:3])[CH3:2]. The catalyst class is: 10. (6) Reactant: [CH3:1][C:2]1[O:3][C:4]2[CH2:5][CH2:6][C:7]3[CH:19]=[CH:18][CH:17]=[CH:16][C:8]=3[CH:9]([O:12][CH2:13][CH2:14][OH:15])[C:10]=2[N:11]=1.C(P(CCCC)CCCC)CCC.[CH2:33]([O:35][C:36](=[O:49])[CH:37]([O:46][CH2:47][CH3:48])[CH2:38][C:39]1[CH:44]=[CH:43][C:42](O)=[CH:41][CH:40]=1)[CH3:34].C1CCN(C(N=NC(N2CCCCC2)=O)=O)CC1. Product: [CH2:33]([O:35][C:36](=[O:49])[CH:37]([O:46][CH2:47][CH3:48])[CH2:38][C:39]1[CH:44]=[CH:43][C:42]([O:15][CH2:14][CH2:13][O:12][CH:9]2[C:8]3[CH:16]=[CH:17][CH:18]=[CH:19][C:7]=3[CH2:6][CH2:5][C:4]3[O:3][C:2]([CH3:1])=[N:11][C:10]2=3)=[CH:41][CH:40]=1)[CH3:34]. The catalyst class is: 638. (7) Reactant: N#N.[NH:3]1[C:7]2[CH:8]=[CH:9][CH:10]=[CH:11][C:6]=2[N:5]=[C:4]1[C@H:12]([NH:22][C:23](=[O:38])[NH:24][C@@H:25]1[CH2:30][CH2:29][CH2:28][N:27](C(OC(C)(C)C)=O)[CH2:26]1)[CH2:13][C:14]1[CH:19]=[CH:18][C:17]([O:20][CH3:21])=[CH:16][CH:15]=1.FC(F)(F)S(O[Si](C(C)(C)C)(C)C)(=O)=O. Product: [NH:3]1[C:7]2[CH:8]=[CH:9][CH:10]=[CH:11][C:6]=2[N:5]=[C:4]1[C@H:12]([NH:22][C:23]([NH:24][C@@H:25]1[CH2:30][CH2:29][CH2:28][NH:27][CH2:26]1)=[O:38])[CH2:13][C:14]1[CH:15]=[CH:16][C:17]([O:20][CH3:21])=[CH:18][CH:19]=1. The catalyst class is: 2. (8) Reactant: [OH:1][CH2:2][CH2:3][C:4]1([NH:7][C:8](=[O:14])[O:9][C:10]([CH3:13])([CH3:12])[CH3:11])[CH2:6][CH2:5]1.C(N(CC)CC)C.[S:22](Cl)([CH3:25])(=[O:24])=[O:23]. Product: [CH3:25][S:22]([O:1][CH2:2][CH2:3][C:4]1([NH:7][C:8]([O:9][C:10]([CH3:11])([CH3:13])[CH3:12])=[O:14])[CH2:5][CH2:6]1)(=[O:24])=[O:23]. The catalyst class is: 4.